This data is from Forward reaction prediction with 1.9M reactions from USPTO patents (1976-2016). The task is: Predict the product of the given reaction. (1) Given the reactants [F:1][C:2]1[C:8]([F:9])=[CH:7][C:5]([NH2:6])=[C:4]([N+:10]([O-])=O)[CH:3]=1.[CH2:13]([O:15][CH:16]([O:21][CH2:22][CH3:23])[C:17](=N)OC)[CH3:14].C(O)(=O)C, predict the reaction product. The product is: [CH2:13]([O:15][CH:16]([O:21][CH2:22][CH3:23])[C:17]1[NH:6][C:5]2[CH:7]=[C:8]([F:9])[C:2]([F:1])=[CH:3][C:4]=2[N:10]=1)[CH3:14]. (2) Given the reactants [CH2:1]([CH:4]([S:8]([CH2:11][C@@H:12]([C:14]([OH:16])=[O:15])[NH2:13])(=[O:10])=[O:9])[CH2:5][CH2:6][CH3:7])[CH2:2][CH3:3].[C:17](NC(=O)CCC(N)=O)([O:19][CH2:20][C:21]1[CH:26]=[CH:25][CH:24]=[CH:23][CH:22]=1)=[O:18], predict the reaction product. The product is: [CH2:20]([O:19][C:17]([NH:13][C@H:12]([C:14]([OH:16])=[O:15])[CH2:11][S:8]([CH:4]([CH2:5][CH2:6][CH3:7])[CH2:1][CH2:2][CH3:3])(=[O:9])=[O:10])=[O:18])[C:21]1[CH:26]=[CH:25][CH:24]=[CH:23][CH:22]=1. (3) Given the reactants [C:1]([O:4][C@H:5]1[CH2:10][CH2:9][C@H:8]2[C@H:11]3[C@H:21]([CH2:22][CH2:23][C@:6]12[CH3:7])[C@:19]1([CH3:20])[C:14](=[CH:15][C:16](=[O:24])[CH2:17][CH2:18]1)[C:13](=[CH2:25])[CH2:12]3)(=[O:3])[CH3:2].ClC1C(=O)C(C#N)=C(C#N)C(=O)C=1Cl.FC(F)(F)C(O)=O.FC(F)(F)C(=N[Si](C)(C)C)O[Si](C)(C)C, predict the reaction product. The product is: [C:1]([O:4][C@H:5]1[CH2:10][CH2:9][C@H:8]2[C@H:11]3[C@H:21]([CH2:22][CH2:23][C@:6]12[CH3:7])[C@:19]1([CH3:20])[C:14](=[CH:15][C:16](=[O:24])[CH:17]=[CH:18]1)[C:13](=[CH2:25])[CH2:12]3)(=[O:3])[CH3:2]. (4) The product is: [OH:46][C:45]([CH2:47][CH2:48][CH2:49][CH2:50][C@H:51]1[C@@H:52]2[C@@H:53]([NH:56][C:57]([NH:59]2)=[O:58])[CH2:54][S:55]1)=[O:44].[CH3:1][C:2]1[CH:7]=[CH:6][C:5]([NH:8][C:9]([C:11]2[CH:12]=[CH:13][C:14]([CH2:17][N:18]3[CH2:23][CH2:22][N:21]([CH3:37])[CH2:20][CH2:19]3)=[CH:15][CH:16]=2)=[O:10])=[CH:4][C:3]=1[NH:24][C:25]1[N:26]=[CH:27][CH:28]=[C:29]([C:31]2[CH:36]=[CH:35][CH:34]=[N:33][CH:32]=2)[N:30]=1. Given the reactants [CH3:1][C:2]1[CH:7]=[CH:6][C:5]([NH:8][C:9]([C:11]2[CH:16]=[CH:15][C:14]([CH2:17][N:18]3[CH2:23][CH2:22][NH:21][CH2:20][CH2:19]3)=[CH:13][CH:12]=2)=[O:10])=[CH:4][C:3]=1[NH:24][C:25]1[N:30]=[C:29]([C:31]2[CH:36]=[CH:35][CH:34]=[N:33][CH:32]=2)[CH:28]=[CH:27][N:26]=1.[CH2:37]1C(=O)N([O:44][C:45]([CH2:47][CH2:48][CH2:49][CH2:50][C@@H:51]2[S:55][CH2:54][C@@H:53]3[NH:56][C:57]([NH:59][C@H:52]23)=[O:58])=[O:46])C(=O)C1.N1(CCNC(=O)OC(C)(C)C)CCNCC1.CC1C(NC2N=C(C3C=NC=CC=3)C=CN=2)=CC(N)=CC=1, predict the reaction product. (5) The product is: [NH2:24][C:5]1[CH:4]=[C:3]([C:2]([F:28])([F:1])[F:27])[C:8]([Cl:9])=[CH:7][C:6]=1[NH:10][CH:11]1[CH2:12][CH2:13][N:14]([C:17]([O:19][C:20]([CH3:23])([CH3:22])[CH3:21])=[O:18])[CH2:15][CH2:16]1. Given the reactants [F:1][C:2]([F:28])([F:27])[C:3]1[C:8]([Cl:9])=[CH:7][C:6]([NH:10][CH:11]2[CH2:16][CH2:15][N:14]([C:17]([O:19][C:20]([CH3:23])([CH3:22])[CH3:21])=[O:18])[CH2:13][CH2:12]2)=[C:5]([N+:24]([O-])=O)[CH:4]=1.O.NN, predict the reaction product. (6) Given the reactants F[C:2]1[C:11]2[C:6](=[CH:7][CH:8]=[CH:9][CH:10]=2)[C:5]([S:12]([C:15]2[CH:20]=[CH:19][CH:18]=[CH:17][CH:16]=2)(=[O:14])=[O:13])=[CH:4][CH:3]=1.[NH:21]1[CH2:27][CH2:26][CH2:25][NH:24][CH2:23][CH2:22]1.C(=O)([O-])[O-:29].[K+].[K+], predict the reaction product. The product is: [CH3:15][S:12]([OH:13])(=[O:14])=[O:29].[C:15]1([S:12]([C:5]2[C:6]3[C:11](=[CH:10][CH:9]=[CH:8][CH:7]=3)[C:2]([N:21]3[CH2:27][CH2:26][CH2:25][NH:24][CH2:23][CH2:22]3)=[CH:3][CH:4]=2)(=[O:14])=[O:13])[CH:20]=[CH:19][CH:18]=[CH:17][CH:16]=1.